Dataset: Reaction yield outcomes from USPTO patents with 853,638 reactions. Task: Predict the reaction yield, written as a fraction of the theoretical maximum amount of product (1.0 means a 100% yield; for example, 0.34 means a 34% yield). (1) The reactants are [C:1](OC(=O)C)(=[O:3])[CH3:2].[OH:8][C:9]1[CH:18]=[C:17]([OH:19])[CH:16]=[CH:15][C:10]=1[C:11]([O:13][CH3:14])=[O:12].O. The catalyst is B(F)(F)F.CCOCC. The product is [C:1]([C:16]1[C:17]([OH:19])=[CH:18][C:9]([OH:8])=[C:10]([CH:15]=1)[C:11]([O:13][CH3:14])=[O:12])(=[O:3])[CH3:2]. The yield is 0.420. (2) The reactants are [NH2:1][C@@H:2]([CH2:33][C:34]1[CH:39]=[CH:38][CH:37]=[CH:36][CH:35]=1)[C@@H:3]([OH:32])[CH2:4][C@@H:5]([NH:19][C:20]([C@@H:22]([NH:27][C:28](=[O:31])[O:29][CH3:30])[C:23]([CH3:26])([CH3:25])[CH3:24])=[O:21])[CH2:6][C:7]1[CH:12]=[CH:11][C:10]([C:13]2[CH:18]=[CH:17][CH:16]=[CH:15][N:14]=2)=[CH:9][CH:8]=1.[CH3:40][O:41][C:42]1[CH:43]=[C:44]([CH:60]=[CH:61][CH:62]=1)[CH2:45][N:46]1[CH2:50][CH2:49][N:48]([C@@H:51]([C:55]([CH3:58])([CH3:57])[CH3:56])[C:52](O)=[O:53])[C:47]1=[O:59].CCOP(ON1N=NC2C=CC=CC=2C1=O)(OCC)=O.C(N(CC)C(C)C)(C)C. The catalyst is C1COCC1. The product is [OH:32][C@H:3]([C@@H:2]([NH:1][C:52](=[O:53])[C@@H:51]([N:48]1[CH2:49][CH2:50][N:46]([CH2:45][C:44]2[CH:60]=[CH:61][CH:62]=[C:42]([O:41][CH3:40])[CH:43]=2)[C:47]1=[O:59])[C:55]([CH3:58])([CH3:57])[CH3:56])[CH2:33][C:34]1[CH:35]=[CH:36][CH:37]=[CH:38][CH:39]=1)[CH2:4][C@@H:5]([NH:19][C:20]([C@@H:22]([NH:27][C:28](=[O:31])[O:29][CH3:30])[C:23]([CH3:26])([CH3:25])[CH3:24])=[O:21])[CH2:6][C:7]1[CH:12]=[CH:11][C:10]([C:13]2[CH:18]=[CH:17][CH:16]=[CH:15][N:14]=2)=[CH:9][CH:8]=1. The yield is 0.590. (3) The reactants are [NH2:1][C:2](=O)[CH:3]([NH:13][C:14](=O)[CH2:15][C:16]([O:19][Si:20]([C:23]([CH3:26])([CH3:25])[CH3:24])([CH3:22])[CH3:21])([CH3:18])[CH3:17])[C:4]1[CH:9]=[C:8]([Cl:10])[CH:7]=[CH:6][C:5]=1[O:11][CH3:12].COC1C=CC(P2(SP(C3C=CC(OC)=CC=3)(=S)S2)=[S:38])=CC=1.N1C=CC=CC=1. The catalyst is C(Cl)Cl. The product is [Si:20]([O:19][C:16]([CH3:18])([CH3:17])[CH2:15][C:14]1[S:38][C:2]([NH2:1])=[C:3]([C:4]2[CH:9]=[C:8]([Cl:10])[CH:7]=[CH:6][C:5]=2[O:11][CH3:12])[N:13]=1)([C:23]([CH3:26])([CH3:25])[CH3:24])([CH3:22])[CH3:21]. The yield is 0.330. (4) The reactants are [CH2:1]([O:8][C:9](=[O:15])[NH:10][CH2:11][CH2:12][CH:13]=[CH2:14])[C:2]1[CH:7]=[CH:6][CH:5]=[CH:4][CH:3]=1.B1C2CCC[CH:17]1CCC2.[OH-].[Na+].O.Br[C:29]1[CH:34]=[C:33]([C:35]([F:38])([F:37])[F:36])[CH:32]=[CH:31][N:30]=1. The catalyst is C1(C)C=CC=CC=1.C1C=CC([P]([Pd]([P](C2C=CC=CC=2)(C2C=CC=CC=2)C2C=CC=CC=2)([P](C2C=CC=CC=2)(C2C=CC=CC=2)C2C=CC=CC=2)[P](C2C=CC=CC=2)(C2C=CC=CC=2)C2C=CC=CC=2)(C2C=CC=CC=2)C2C=CC=CC=2)=CC=1. The product is [CH2:1]([O:8][C:9](=[O:15])[NH:10][CH:11]([CH3:17])[CH2:12][CH2:13][CH2:14][C:29]1[CH:34]=[C:33]([C:35]([F:38])([F:37])[F:36])[CH:32]=[CH:31][N:30]=1)[C:2]1[CH:7]=[CH:6][CH:5]=[CH:4][CH:3]=1. The yield is 0.990. (5) The reactants are [CH3:1][C:2]1[CH:7]=[CH:6][C:5]([O:8][C:9]2[CH:14]=[CH:13][C:12]([N+:15]([O-])=O)=[CH:11][C:10]=2[CH3:18])=[CH:4][N:3]=1.[H][H]. The catalyst is C(O)C.[Pd]. The product is [CH3:18][C:10]1[CH:11]=[C:12]([NH2:15])[CH:13]=[CH:14][C:9]=1[O:8][C:5]1[CH:4]=[N:3][C:2]([CH3:1])=[CH:7][CH:6]=1. The yield is 0.990. (6) The reactants are [CH2:1]([N:8]1[CH2:12][CH:11]([C:13]2[CH:18]=[CH:17][C:16]([Cl:19])=[C:15]([F:20])[CH:14]=2)[CH:10]([NH2:21])[CH2:9]1)[C:2]1[CH:7]=[CH:6][CH:5]=[CH:4][CH:3]=1.[C:22]([O-])([O-])=O.[K+].[K+].ClC(OCC)=O.B. The catalyst is C1COCC1.O. The product is [CH2:1]([N:8]1[CH2:12][CH:11]([C:13]2[CH:18]=[CH:17][C:16]([Cl:19])=[C:15]([F:20])[CH:14]=2)[CH:10]([NH:21][CH3:22])[CH2:9]1)[C:2]1[CH:3]=[CH:4][CH:5]=[CH:6][CH:7]=1. The yield is 0.700. (7) The reactants are [CH3:1][O:2][C:3](=[O:17])[C:4]1[CH:9]=[C:8]([O:10][CH3:11])[C:7]([NH2:12])=[CH:6][C:5]=1[C:13]([F:16])([F:15])[F:14].N1C=CC=CC=1.Cl[C:25]([O:27][C:28]1[CH:33]=[CH:32][C:31]([N+:34]([O-:36])=[O:35])=[CH:30][CH:29]=1)=[O:26]. The catalyst is C(Cl)Cl. The product is [CH3:1][O:2][C:3](=[O:17])[C:4]1[CH:9]=[C:8]([O:10][CH3:11])[C:7]([NH:12][C:25]([O:27][C:28]2[CH:29]=[CH:30][C:31]([N+:34]([O-:36])=[O:35])=[CH:32][CH:33]=2)=[O:26])=[CH:6][C:5]=1[C:13]([F:14])([F:16])[F:15]. The yield is 0.960. (8) The reactants are [Cl:1][C:2]1[CH:23]=[CH:22][C:5]([CH:6]([N:13]2[CH2:18][CH2:17][N:16]([CH2:19][CH2:20][NH2:21])[CH2:15][CH2:14]2)[C:7]2[CH:12]=[CH:11][CH:10]=[CH:9][CH:8]=2)=[CH:4][CH:3]=1.[CH3:24][C:25]1[N:29]([C:30]2[CH:35]=[CH:34][CH:33]=[CH:32][CH:31]=2)[N:28]=[C:27]([CH:36]=O)[CH:26]=1. No catalyst specified. The product is [Cl:1][C:2]1[CH:3]=[CH:4][C:5]([CH:6]([N:13]2[CH2:14][CH2:15][N:16]([CH2:19][CH2:20][NH:21][CH2:36][C:27]3[CH:26]=[C:25]([CH3:24])[N:29]([C:30]4[CH:35]=[CH:34][CH:33]=[CH:32][CH:31]=4)[N:28]=3)[CH2:17][CH2:18]2)[C:7]2[CH:8]=[CH:9][CH:10]=[CH:11][CH:12]=2)=[CH:22][CH:23]=1. The yield is 0.580. (9) The reactants are [F:1][C:2]1[CH:7]=[CH:6][C:5]([C:8]2[C:12]([CH2:13][N:14]([CH3:18])[CH2:15][CH:16]=O)=[CH:11][NH:10][N:9]=2)=[CH:4][CH:3]=1.[ClH:19].[CH3:20][NH2:21].C(O)(=O)C.[BH-](OC(C)=O)(OC(C)=O)OC(C)=O.[Na+]. The catalyst is ClCCCl.CC#N.O. The product is [ClH:19].[F:1][C:2]1[CH:7]=[CH:6][C:5]([C:8]2[C:12]([CH2:13][N:14]([CH3:18])[CH2:15][CH2:16][NH:21][CH3:20])=[CH:11][NH:10][N:9]=2)=[CH:4][CH:3]=1. The yield is 0.470.